Predict the reaction yield, written as a fraction of the theoretical maximum amount of product (1.0 means a 100% yield; for example, 0.34 means a 34% yield). From a dataset of Reaction yield outcomes from USPTO patents with 853,638 reactions. (1) The reactants are [C:1]([C:5]1[CH:9]=[C:8]([NH:10][C:11](=[O:47])[NH:12][C:13]2[C:22]3[C:17](=[CH:18][CH:19]=[CH:20][CH:21]=3)[C:16]([O:23][CH2:24][C:25]3[CH:30]=[CH:29][N:28]=[C:27]([NH:31][C:32]([C@H:34]4[CH2:39][O:38][CH2:37][CH2:36][N:35]4C(OC(C)(C)C)=O)=[O:33])[CH:26]=3)=[CH:15][CH:14]=2)[N:7]([C:48]2[CH:53]=[CH:52][C:51]([CH3:54])=[CH:50][CH:49]=2)[N:6]=1)([CH3:4])([CH3:3])[CH3:2]. The catalyst is C(Cl)Cl.C(O)(C(F)(F)F)=O. The product is [C:1]([C:5]1[CH:9]=[C:8]([NH:10][C:11](=[O:47])[NH:12][C:13]2[C:22]3[C:17](=[CH:18][CH:19]=[CH:20][CH:21]=3)[C:16]([O:23][CH2:24][C:25]3[CH:30]=[CH:29][N:28]=[C:27]([NH:31][C:32]([C@H:34]4[CH2:39][O:38][CH2:37][CH2:36][NH:35]4)=[O:33])[CH:26]=3)=[CH:15][CH:14]=2)[N:7]([C:48]2[CH:53]=[CH:52][C:51]([CH3:54])=[CH:50][CH:49]=2)[N:6]=1)([CH3:4])([CH3:3])[CH3:2]. The yield is 0.530. (2) The reactants are [NH2:1][C:2]1[CH:7]=[CH:6][C:5]([OH:8])=[CH:4][C:3]=1[Cl:9].[H-].[Na+].[CH2:12]([NH:14][C:15]([C:17]1[CH:18]=[C:19]2[C:24](=[CH:25][C:26]=1[O:27][CH2:28][C:29]1[CH:34]=[CH:33][CH:32]=[CH:31][CH:30]=1)[N:23]=[CH:22][CH:21]=[C:20]2Cl)=[O:16])[CH3:13].C(OCC)(=O)C. The catalyst is CS(C)=O.O. The product is [CH2:12]([NH:14][C:15]([C:17]1[CH:18]=[C:19]2[C:24](=[CH:25][C:26]=1[O:27][CH2:28][C:29]1[CH:34]=[CH:33][CH:32]=[CH:31][CH:30]=1)[N:23]=[CH:22][CH:21]=[C:20]2[O:8][C:5]1[CH:6]=[CH:7][C:2]([NH2:1])=[C:3]([Cl:9])[CH:4]=1)=[O:16])[CH3:13]. The yield is 0.920.